From a dataset of Reaction yield outcomes from USPTO patents with 853,638 reactions. Predict the reaction yield, written as a fraction of the theoretical maximum amount of product (1.0 means a 100% yield; for example, 0.34 means a 34% yield). (1) The reactants are [CH:1]1([C@H:5]([N:7]([CH2:14][C:15]2[N:16]=[N:17][N:18]([CH2:20][C:21]3[CH:26]=[CH:25][C:24]([O:27][CH3:28])=[CH:23][C:22]=3[O:29][CH3:30])[CH:19]=2)S(C(C)(C)C)=O)[CH3:6])[CH2:4][CH2:3][CH2:2]1. The catalyst is Cl. The product is [CH:1]1([C@H:5]([NH:7][CH2:14][C:15]2[N:16]=[N:17][N:18]([CH2:20][C:21]3[CH:26]=[CH:25][C:24]([O:27][CH3:28])=[CH:23][C:22]=3[O:29][CH3:30])[CH:19]=2)[CH3:6])[CH2:4][CH2:3][CH2:2]1. The yield is 0.990. (2) The reactants are [Cl:1][C:2]1[C:10]2[C:5](=[C:6]([Cl:24])[CH:7]=[C:8]([CH2:13][C@@H:14]([CH2:19][C:20]([O:22][CH3:23])=[O:21])[C:15]([O:17]C)=O)[C:9]=2[CH2:11]O)[NH:4][N:3]=1.S(Cl)(Cl)=O.[F:29][C:30]([F:34])([F:33])[CH2:31][NH2:32].C(=O)([O-])[O-].[K+].[K+].C(O)(=O)C. The catalyst is C(#N)C.C(OCC)(=O)C. The product is [Cl:1][C:2]1[C:10]2[C:9]3[CH2:11][N:32]([CH2:31][C:30]([F:34])([F:33])[F:29])[C:15](=[O:17])[C@H:14]([CH2:19][C:20]([O:22][CH3:23])=[O:21])[CH2:13][C:8]=3[CH:7]=[C:6]([Cl:24])[C:5]=2[NH:4][N:3]=1. The yield is 0.420.